This data is from Reaction yield outcomes from USPTO patents with 853,638 reactions. The task is: Predict the reaction yield, written as a fraction of the theoretical maximum amount of product (1.0 means a 100% yield; for example, 0.34 means a 34% yield). (1) The reactants are [OH:1][N:2]=[C:3]([C:5]1[CH:6]=[N:7][CH:8]=[C:9]([CH:13]=1)[C:10]([OH:12])=[O:11])[NH2:4].[F:14][CH:15]([F:21])[C:16](OCC)=O. No catalyst specified. The product is [F:14][CH:15]([F:21])[C:16]1[O:1][N:2]=[C:3]([C:5]2[CH:6]=[N:7][CH:8]=[C:9]([CH:13]=2)[C:10]([OH:12])=[O:11])[N:4]=1. The yield is 0.300. (2) The product is [CH3:1][N:2]1[C:6]([C:7]2[CH:8]=[C:9]([C:13]([OH:15])=[O:14])[O:10][C:11]=2[CH3:12])=[C:5]([CH3:17])[CH:4]=[N:3]1. The yield is 0.940. The reactants are [CH3:1][N:2]1[C:6]([C:7]2[CH:8]=[C:9]([C:13]([O:15]C)=[O:14])[O:10][C:11]=2[CH3:12])=[C:5]([CH3:17])[CH:4]=[N:3]1.[OH-].[Na+]. The catalyst is O1CCCC1. (3) The reactants are [Cl:1][C:2]1[CH:20]=[CH:19][C:5]2[NH:6][C:7]3[N:8]=[CH:9][CH:10]=[CH:11][C:12]=3[C:13]([CH:16]([F:18])[F:17])(C=O)[C:4]=2[CH:3]=1.[CH:21]([O:30][CH:31]([CH3:33])[CH3:32])([O:26][CH:27]([CH3:29])[CH3:28])OC(C)C.CC1C=CC(S(O)(=O)=O)=CC=1.O.CCOC(C)=O.CCCCCC. The catalyst is C(O)(C)C. The product is [Cl:1][C:2]1[CH:20]=[CH:19][C:5]2[NH:6][C:7]3[N:8]=[CH:9][CH:10]=[CH:11][C:12]=3[C:13]([CH:16]([F:18])[F:17])([CH:21]([O:26][CH:27]([CH3:28])[CH3:29])[O:30][CH:31]([CH3:32])[CH3:33])[C:4]=2[CH:3]=1. The yield is 0.340. (4) The reactants are C([O:3][C:4]1[CH2:5][CH2:6][C:7]2[C:8]([C:14]([O:16][CH2:17][CH3:18])=[O:15])=[N:9][N:10]([CH3:13])[C:11]=2[CH:12]=1)C.Cl. The catalyst is O1CCOCC1. The product is [CH3:13][N:10]1[C:11]2[CH2:12][C:4](=[O:3])[CH2:5][CH2:6][C:7]=2[C:8]([C:14]([O:16][CH2:17][CH3:18])=[O:15])=[N:9]1. The yield is 0.830. (5) The reactants are [N+:1]([C:4]1[CH:5]=[C:6]([CH2:13][OH:14])[CH:7]=[CH:8][C:9]=1[N+:10]([O-:12])=[O:11])([O-:3])=[O:2].[Cr](Cl)([O-])(=O)=O.[NH+]1C=CC=CC=1.CCOCC. The catalyst is C(Cl)Cl. The product is [N+:1]([C:4]1[CH:5]=[C:6]([CH:7]=[CH:8][C:9]=1[N+:10]([O-:12])=[O:11])[CH:13]=[O:14])([O-:3])=[O:2]. The yield is 0.710. (6) The reactants are [NH:1]1[CH2:8][CH2:7][CH2:6][C@@H:2]1[C:3]([OH:5])=[O:4].[C:9](Cl)(=[O:13])[C:10]([CH3:12])=[CH2:11]. The catalyst is [OH-].[Na+].CC(C)=O. The product is [C:9]([N:1]1[CH2:8][CH2:7][CH2:6][C@@H:2]1[C:3]([OH:5])=[O:4])(=[O:13])[C:10]([CH3:12])=[CH2:11]. The yield is 0.680. (7) The reactants are [Cl:1][C:2]1[CH:3]=[C:4]([N+:19]([O-])=O)[CH:5]=[CH:6][C:7]=1[O:8][C:9]1[CH:10]=[N:11][C:12]2[C:17]([CH:18]=1)=[CH:16][CH:15]=[CH:14][CH:13]=2.[NH4+].[Cl-].O. The catalyst is CCO.[Fe]. The product is [Cl:1][C:2]1[CH:3]=[C:4]([NH2:19])[CH:5]=[CH:6][C:7]=1[O:8][C:9]1[CH:10]=[N:11][C:12]2[C:17]([CH:18]=1)=[CH:16][CH:15]=[CH:14][CH:13]=2. The yield is 0.950.